This data is from Full USPTO retrosynthesis dataset with 1.9M reactions from patents (1976-2016). The task is: Predict the reactants needed to synthesize the given product. (1) Given the product [CH3:1][C:2]([O:5][C:6]([N:8]([C:26]([O:28][C:29]([CH3:32])([CH3:31])[CH3:30])=[O:27])[C:9]1[C:17]2[C:12](=[CH:13][C:14]([B:33]3[O:37][C:36]([CH3:39])([CH3:38])[C:35]([CH3:41])([CH3:40])[O:34]3)=[CH:15][CH:16]=2)[N:11]([C:19]([O:21][C:22]([CH3:25])([CH3:24])[CH3:23])=[O:20])[N:10]=1)=[O:7])([CH3:4])[CH3:3], predict the reactants needed to synthesize it. The reactants are: [CH3:1][C:2]([O:5][C:6]([N:8]([C:26]([O:28][C:29]([CH3:32])([CH3:31])[CH3:30])=[O:27])[C:9]1[C:17]2[C:12](=[CH:13][C:14](Br)=[CH:15][CH:16]=2)[N:11]([C:19]([O:21][C:22]([CH3:25])([CH3:24])[CH3:23])=[O:20])[N:10]=1)=[O:7])([CH3:4])[CH3:3].[B:33]1([B:33]2[O:37][C:36]([CH3:39])([CH3:38])[C:35]([CH3:41])([CH3:40])[O:34]2)[O:37][C:36]([CH3:39])([CH3:38])[C:35]([CH3:41])([CH3:40])[O:34]1.CC([O-])=O.[K+].C(Cl)Cl. (2) Given the product [N:1]1[C:8]([NH2:9])=[N:7][C:5]([NH2:6])=[N:4][C:2]=1[NH2:3].[CH2:10]=[O:11], predict the reactants needed to synthesize it. The reactants are: [N:1]1[C:8]([NH2:9])=[N:7][C:5]([NH2:6])=[N:4][C:2]=1[NH2:3].[CH2:10]=[O:11].